Dataset: Reaction yield outcomes from USPTO patents with 853,638 reactions. Task: Predict the reaction yield, written as a fraction of the theoretical maximum amount of product (1.0 means a 100% yield; for example, 0.34 means a 34% yield). (1) The reactants are [C-:1]#[N:2].[K+].Br[CH2:5][C:6]1[CH:11]=[C:10]([CH3:12])[CH:9]=[C:8]([Cl:13])[CH:7]=1.CCOCC. The catalyst is C(O)C. The product is [Cl:13][C:8]1[CH:7]=[C:6]([CH2:5][C:1]#[N:2])[CH:11]=[C:10]([CH3:12])[CH:9]=1. The yield is 0.770. (2) The reactants are [F:1][C:2]([F:19])([F:18])[C:3]1[CH:8]=[CH:7][C:6]([S:9]([N:12]2[CH2:17][CH2:16][NH:15][CH2:14][CH2:13]2)(=[O:11])=[O:10])=[CH:5][CH:4]=1.[Br:20][C:21]1[CH:26]=[CH:25][N:24]=[C:23]([C:27](O)=[O:28])[CH:22]=1.C1C=CC2N(O)N=NC=2C=1.O.CN(C(ON1N=NC2C=CC=CC1=2)=[N+](C)C)C.F[P-](F)(F)(F)(F)F.CCN(C(C)C)C(C)C. The catalyst is CN(C=O)C. The product is [Br:20][C:21]1[CH:26]=[CH:25][N:24]=[C:23]([C:27]([N:15]2[CH2:16][CH2:17][N:12]([S:9]([C:6]3[CH:5]=[CH:4][C:3]([C:2]([F:1])([F:18])[F:19])=[CH:8][CH:7]=3)(=[O:10])=[O:11])[CH2:13][CH2:14]2)=[O:28])[CH:22]=1. The yield is 0.526. (3) The reactants are Cl.[F:2][C:3]1([F:10])[CH2:9][O:8][CH2:7][CH2:6][NH:5][CH2:4]1.C(=O)([O-])[O-].C1(C)C=CC(S(O)(=O)=O)=CC=1.CS(O[CH2:31][CH2:32][N:33]1[C:37](=[O:38])[C:36]2[CH:39]=[C:40]([C:42]3[CH:47]=[CH:46][N:45]=[C:44]([NH:48][C:49]4[N:50]([CH3:54])[N:51]=[CH:52][CH:53]=4)[N:43]=3)[S:41][C:35]=2[C:34]1([CH3:56])[CH3:55])(=O)=O.C(N(CC)CC)C. The catalyst is C(Cl)Cl.C(#N)C. The product is [F:2][C:3]1([F:10])[CH2:9][O:8][CH2:7][CH2:6][N:5]([CH2:31][CH2:32][N:33]2[C:37](=[O:38])[C:36]3[CH:39]=[C:40]([C:42]4[CH:47]=[CH:46][N:45]=[C:44]([NH:48][C:49]5[N:50]([CH3:54])[N:51]=[CH:52][CH:53]=5)[N:43]=4)[S:41][C:35]=3[C:34]2([CH3:55])[CH3:56])[CH2:4]1. The yield is 0.0700. (4) The reactants are [Br:1][C:2]1[CH:3]=[C:4]([CH3:9])[CH:5]=[CH:6][C:7]=1[Br:8].[N+:10]([O-])([OH:12])=[O:11]. The catalyst is O. The product is [Br:8][C:7]1[CH:6]=[C:5]([N+:10]([O-:12])=[O:11])[C:4]([CH3:9])=[CH:3][C:2]=1[Br:1]. The yield is 0.770. (5) The reactants are [Cl:1][C:2]1[CH:7]=[CH:6][N:5]=[C:4]([C:8]([NH:10][C:11]2[C:12]([C:22]([NH:24][CH2:25][CH2:26][C:27]#[N:28])=[O:23])=[N:13][N:14](C3CCCCO3)[CH:15]=2)=[O:9])[CH:3]=1.O.C1(C)C=CC(S(O)(=O)=O)=CC=1. The catalyst is C(O)C. The product is [Cl:1][C:2]1[CH:7]=[CH:6][N:5]=[C:4]([C:8]([NH:10][C:11]2[C:12]([C:22]([NH:24][CH2:25][CH2:26][C:27]#[N:28])=[O:23])=[N:13][NH:14][CH:15]=2)=[O:9])[CH:3]=1. The yield is 0.920. (6) The reactants are [OH:1][C:2]1[CH:3]=[N:4][CH:5]=[CH:6][CH:7]=1.[OH-].[Na+].Cl[C:11]1[N:16]=[C:15]([N:17]2[CH2:22][CH2:21][O:20][CH2:19][CH2:18]2)[N:14]=[C:13]([N:23]2[C:27]3[CH:28]=[CH:29][CH:30]=[CH:31][C:26]=3[N:25]=[C:24]2[CH:32]([F:34])[F:33])[N:12]=1.COCCOCCN(CCOCCOC)CCOCCOC. The catalyst is O.O1CCOCC1. The product is [F:34][CH:32]([F:33])[C:24]1[N:23]([C:13]2[N:14]=[C:15]([N:17]3[CH2:18][CH2:19][O:20][CH2:21][CH2:22]3)[N:16]=[C:11]([O:1][C:2]3[CH:3]=[N:4][CH:5]=[CH:6][CH:7]=3)[N:12]=2)[C:27]2[CH:28]=[CH:29][CH:30]=[CH:31][C:26]=2[N:25]=1. The yield is 0.500. (7) The reactants are Br[C:2]1[N:3]2[C:8]3[N:9]4[CH2:37][CH2:36][C:12]([CH3:38])([O:13][CH2:14][CH2:15][CH2:16][CH2:17][C@H:18]([CH3:35])[O:19][C:20]5[CH:21]=[CH:22][C:23]([F:34])=[CH:24][C:25]=5[C:26]5[CH:33]=[C:30]([C:31]=1[N:32]=[C:4]2[C:5]([Cl:50])=[C:6]([CH3:49])[C:7]=3[C@H:39]([O:44][C:45]([CH3:48])([CH3:47])[CH3:46])[C:40]([O:42][CH3:43])=[O:41])[CH:29]=[CH:28][CH:27]=5)[CH2:11][CH2:10]4.C(O)CCC.COC1C=CC=C(OC)C=1C1C=CC=CC=1P(C1CCCCC1)C1CCCCC1.C(=O)([O-])[O-].[Cs+].[Cs+]. The catalyst is CN(C=O)C.O.CC([O-])=O.CC([O-])=O.[Pd+2]. The product is [C:45]([O:44][C@@H:39]([C:7]1[C:6]([CH3:49])=[C:5]([Cl:50])[C:4]2=[N:32][C:31]3=[CH:2][N:3]2[C:8]=1[N:9]1[CH2:10][CH2:11][C:12]([CH3:38])([O:13][CH2:14][CH2:15][CH2:16][CH2:17][C@H:18]([CH3:35])[O:19][C:20]2[CH:21]=[CH:22][C:23]([F:34])=[CH:24][C:25]=2[C:26]2[CH:33]=[C:30]3[CH:29]=[CH:28][CH:27]=2)[CH2:36][CH2:37]1)[C:40]([O:42][CH3:43])=[O:41])([CH3:48])([CH3:46])[CH3:47]. The yield is 0.619.